Dataset: Reaction yield outcomes from USPTO patents with 853,638 reactions. Task: Predict the reaction yield, written as a fraction of the theoretical maximum amount of product (1.0 means a 100% yield; for example, 0.34 means a 34% yield). (1) The reactants are [Br:1][C:2]1[CH:7]=[CH:6][C:5]([CH2:8][NH2:9])=[C:4]([F:10])[CH:3]=1.[CH3:11][S:12](Cl)(=[O:14])=[O:13]. The yield is 0.930. The product is [Br:1][C:2]1[CH:7]=[CH:6][C:5]([CH2:8][NH:9][S:12]([CH3:11])(=[O:14])=[O:13])=[C:4]([F:10])[CH:3]=1. The catalyst is N1C=CC=CC=1.ClCCl. (2) The reactants are [CH3:1][O:2][C:3]1[C:11]([CH3:12])=[C:10]2[C:6]([C:7](=[O:13])[O:8][CH2:9]2)=[C:5]([O:14][CH2:15][CH2:16][Si:17]([CH3:20])([CH3:19])[CH3:18])[C:4]=1[CH2:21]C=O.C1(P(C2C=CC=CC=2)(C2C=CC=CC=2)=[C:31]([CH3:34])[CH:32]=[O:33])C=CC=CC=1.[C:47]1(C)C=CC=CC=1. No catalyst specified. The product is [CH3:1][O:2][C:3]1[C:11]([CH3:12])=[C:10]2[C:6]([C:7](=[O:13])[O:8][CH2:9]2)=[C:5]([O:14][CH2:15][CH2:16][Si:17]([CH3:18])([CH3:20])[CH3:19])[C:4]=1[CH2:21][CH:47]=[C:31]([CH3:34])[CH:32]=[O:33]. The yield is 0.830.